Dataset: Retrosynthesis with 50K atom-mapped reactions and 10 reaction types from USPTO. Task: Predict the reactants needed to synthesize the given product. (1) The reactants are: CCOC(=O)C(c1ccccc1)N1CCOCC1. Given the product O=C(O)C(c1ccccc1)N1CCOCC1, predict the reactants needed to synthesize it. (2) Given the product CCOC(=O)CNc1ccccc1, predict the reactants needed to synthesize it. The reactants are: CCOC(=O)CBr.Nc1ccccc1. (3) The reactants are: CCCc1c(OC(C(=O)OC)c2ccccc2)ccc(C(C)(C)C)c1CO[SiH](C)C. Given the product CCCc1c(OC(C(=O)O)c2ccccc2)ccc(C(C)(C)C)c1CO[SiH](C)C, predict the reactants needed to synthesize it. (4) Given the product CC(C)(C)c1cccc(C2(N)CCC(=O)CC2)c1, predict the reactants needed to synthesize it. The reactants are: CC(C)(C)c1cccc(C2(N)CCC3(CC2)OCCO3)c1. (5) Given the product COC(=O)c1ccc(C(=O)OC)c(-c2ccccc2C)c1, predict the reactants needed to synthesize it. The reactants are: COC(=O)c1ccc(C(=O)OC)c(I)c1.Cc1ccccc1B(O)O. (6) Given the product Cn1nc(C(N)=O)c2c1-c1nc(Nc3cc(N)ccc3OC(F)(F)F)ncc1CC2, predict the reactants needed to synthesize it. The reactants are: Cn1nc(C(N)=O)c2c1-c1nc(Nc3cc([N+](=O)[O-])ccc3OC(F)(F)F)ncc1CC2. (7) Given the product COc1cc(N)nc(C(N)=O)c1, predict the reactants needed to synthesize it. The reactants are: COC(=O)c1cc(OC)cc(N)n1.N. (8) Given the product O=C(OCc1ccccc1)N1CCC[C@@H]1C=CCO, predict the reactants needed to synthesize it. The reactants are: CCOC(=O)C=C[C@H]1CCCN1C(=O)OCc1ccccc1. (9) Given the product COc1ccc(-c2nc(N)c(C(N)=O)nc2-c2ccc(=O)n(C(C)C)c2)cc1, predict the reactants needed to synthesize it. The reactants are: CC(C)n1cc(-c2nc(C(N)=O)c(N)nc2Cl)ccc1=O.COc1ccc(B(O)O)cc1.